Dataset: Full USPTO retrosynthesis dataset with 1.9M reactions from patents (1976-2016). Task: Predict the reactants needed to synthesize the given product. (1) Given the product [Cl:1][C:2]1[CH:3]=[C:4]([C:13]2[CH:14]=[C:15]([O:39][CH3:40])[C:16]([C:20]3[C:29]4[C:24](=[CH:25][C:26]([S:30]([NH:33][C:34]5[CH:38]=[CH:37][O:36][N:35]=5)(=[O:31])=[O:32])=[CH:27][CH:28]=4)[N:23]=[CH:22][N:21]=3)=[CH:17][C:18]=2[CH3:19])[CH:5]=[CH:6][C:7]=1[F:8], predict the reactants needed to synthesize it. The reactants are: [Cl:1][C:2]1[CH:3]=[C:4](B(O)O)[CH:5]=[CH:6][C:7]=1[F:8].Cl[C:13]1[C:18]([CH3:19])=[CH:17][C:16]([C:20]2[C:29]3[C:24](=[CH:25][C:26]([S:30]([NH:33][C:34]4[CH:38]=[CH:37][O:36][N:35]=4)(=[O:32])=[O:31])=[CH:27][CH:28]=3)[N:23]=[CH:22][N:21]=2)=[C:15]([O:39][CH3:40])[CH:14]=1.P([O-])([O-])([O-])=O.[K+].[K+].[K+].O1CCOCC1. (2) Given the product [CH2:1]([C:3]1[N:4]([CH2:14][C:15]2[CH:20]=[CH:19][CH:18]=[CH:17][CH:16]=2)[C:5]2[C:10]([CH:11]=1)=[C:9]([O:12][CH3:13])[CH:8]=[CH:7][CH:6]=2)[CH3:2], predict the reactants needed to synthesize it. The reactants are: [CH2:1]([C:3]1[NH:4][C:5]2[C:10]([CH:11]=1)=[C:9]([O:12][CH3:13])[CH:8]=[CH:7][CH:6]=2)[CH3:2].[CH2:14](Br)[C:15]1[CH:20]=[CH:19][CH:18]=[CH:17][CH:16]=1. (3) Given the product [CH3:1][O:2][C:3]([C:4]1[CH:5]=[C:6]([C:14]2[CH:19]=[CH:18][CH:17]=[CH:16][CH:15]=2)[CH:7]=[CH:8][C:9]=1[CH:23]=[O:24])=[O:11], predict the reactants needed to synthesize it. The reactants are: [CH3:1][O:2][C:3](=[O:11])[C:4]1[CH:9]=[CH:8][CH:7]=[C:6](Br)[CH:5]=1.C([C:14]1[CH:19]=[CH:18][C:17](B(O)O)=[CH:16][CH:15]=1)=O.[C:23]([O-])([O-])=[O:24].[Na+].[Na+].O.